This data is from Forward reaction prediction with 1.9M reactions from USPTO patents (1976-2016). The task is: Predict the product of the given reaction. Given the reactants [I-].[CH3:2][S+](C)C.[H-].[Na+].[Br:8][C:9]1[CH:14]=[CH:13][C:12]([C:15]([C:17]2[CH:22]=[CH:21][CH:20]=[CH:19][CH:18]=2)=[O:16])=[CH:11][CH:10]=1, predict the reaction product. The product is: [Br:8][C:9]1[CH:10]=[CH:11][C:12]([C:15]2([C:17]3[CH:18]=[CH:19][CH:20]=[CH:21][CH:22]=3)[CH2:2][O:16]2)=[CH:13][CH:14]=1.